Dataset: Catalyst prediction with 721,799 reactions and 888 catalyst types from USPTO. Task: Predict which catalyst facilitates the given reaction. (1) Reactant: [CH3:1][C@@H:2]1[NH:7][CH2:6][CH2:5][N:4]([C:8]([O:10][C:11]([CH3:14])([CH3:13])[CH3:12])=[O:9])[CH2:3]1.C(N(CC)CC)C.Cl[C:23]([O:25][CH2:26][C:27]1[CH:32]=[CH:31][CH:30]=[CH:29][CH:28]=1)=[O:24]. Product: [CH3:1][C@H:2]1[CH2:3][N:4]([C:8]([O:10][C:11]([CH3:13])([CH3:12])[CH3:14])=[O:9])[CH2:5][CH2:6][N:7]1[C:23]([O:25][CH2:26][C:27]1[CH:32]=[CH:31][CH:30]=[CH:29][CH:28]=1)=[O:24]. The catalyst class is: 119. (2) Product: [Cl:4][C:5]1[N:10]=[C:9]([O:2][CH3:1])[C:8]([NH2:12])=[CH:7][N:6]=1. Reactant: [CH3:1][O-:2].[Na+].[Cl:4][C:5]1[N:10]=[C:9](Cl)[C:8]([NH2:12])=[CH:7][N:6]=1. The catalyst class is: 5. (3) Reactant: [CH3:1][N:2]([CH3:22])[C:3]1[CH:8]=[CH:7][C:6]([CH:9]([C:11]2[CH:16]=[CH:15][C:14]([O:17][CH3:18])=[C:13]([O:19][CH2:20][CH3:21])[CH:12]=2)[OH:10])=[CH:5][CH:4]=1. Product: [CH3:22][N:2]([CH3:1])[C:3]1[CH:8]=[CH:7][C:6]([C:9]([C:11]2[CH:16]=[CH:15][C:14]([O:17][CH3:18])=[C:13]([O:19][CH2:20][CH3:21])[CH:12]=2)=[O:10])=[CH:5][CH:4]=1. The catalyst class is: 177.